This data is from Reaction yield outcomes from USPTO patents with 853,638 reactions. The task is: Predict the reaction yield, written as a fraction of the theoretical maximum amount of product (1.0 means a 100% yield; for example, 0.34 means a 34% yield). (1) The reactants are [H-].[Na+].[CH3:3][C:4]1[CH:5]=[C:6]2[C:10](=[CH:11][CH:12]=1)[NH:9][C:8](=[O:13])[C:7]2=[O:14].[CH3:15][O:16][C:17](=[O:26])[CH:18](Br)[CH2:19][CH:20]1[CH2:24][CH2:23][CH2:22][CH2:21]1. The catalyst is CN(C)C=O.O. The product is [CH3:15][O:16][C:17](=[O:26])[CH:18]([N:9]1[C:10]2[C:6](=[CH:5][C:4]([CH3:3])=[CH:12][CH:11]=2)[C:7](=[O:14])[C:8]1=[O:13])[CH2:19][CH:20]1[CH2:21][CH2:22][CH2:23][CH2:24]1. The yield is 0.670. (2) The reactants are [C:1]([O:7][CH2:8][C@H:9]1[O:13][C:12](=[O:14])[CH:11]=[CH:10]1)(=[O:6])[C:2]([CH3:5])([CH3:4])[CH3:3].C(C1C=CC=CC=1)(=O)C1C=CC=CC=1.[C:29]([O:32][CH2:33][CH3:34])(=[O:31])C.C(Cl)(Cl)Cl. The catalyst is O1CCOC1. The product is [C:1]([O:7][CH2:8][C@H:9]1[O:13][C:12](=[O:14])[CH2:11][C@@H:10]1[CH:29]1[O:32][CH2:33][CH2:34][O:31]1)(=[O:6])[C:2]([CH3:5])([CH3:4])[CH3:3]. The yield is 0.930. (3) The reactants are [NH2:1][C@@H:2]([CH3:5])[CH2:3][OH:4].C(=O)(O)[O-].[Na+].[N+:11]([C:14]1[CH:19]=[CH:18][CH:17]=[CH:16][C:15]=1[S:20](Cl)(=[O:22])=[O:21])([O-:13])=[O:12]. The catalyst is O.O1CCCC1. The product is [OH:4][CH2:3][C@@H:2]([NH:1][S:20]([C:15]1[CH:16]=[CH:17][CH:18]=[CH:19][C:14]=1[N+:11]([O-:13])=[O:12])(=[O:21])=[O:22])[CH3:5]. The yield is 0.824.